Dataset: Full USPTO retrosynthesis dataset with 1.9M reactions from patents (1976-2016). Task: Predict the reactants needed to synthesize the given product. (1) Given the product [O-:3][P:1]([O-:5])([O-:4])=[O:2].[O-:9][P:7]([O-:11])([O-:10])=[O:8].[Ca+2:6].[Ca+2:6].[Ca+2:6], predict the reactants needed to synthesize it. The reactants are: [P:1]([O-:5])([O-:4])([O-:3])=[O:2].[Ca:6].[P:7]([O-:11])([OH:10])([OH:9])=[O:8].[P:7]([O-:11])([OH:10])([OH:9])=[O:8].[Ca+2].C(=O)([O-])[O-].[Ca+2].P([O-])(O)(O)=O.[Na+]. (2) Given the product [CH3:25][C:24]([CH3:27])([CH3:26])[C:23]#[C:22][C:12]1[CH:13]=[C:14]2[C@:15]3([N:20]=[C:19]([NH2:21])[CH2:18][O:17][CH2:16]3)[C:4]3[C:5](=[N:6][CH:7]=[C:2]([C:33]4[CH:32]=[CH:31][N:30]=[C:29]([F:28])[CH:34]=4)[CH:3]=3)[O:8][C:9]2=[CH:10][CH:11]=1, predict the reactants needed to synthesize it. The reactants are: Br[C:2]1[CH:3]=[C:4]2[C@@:15]3([N:20]=[C:19]([NH2:21])[CH2:18][O:17][CH2:16]3)[C:14]3[C:9](=[CH:10][CH:11]=[C:12]([C:22]#[C:23][C:24]([CH3:27])([CH3:26])[CH3:25])[CH:13]=3)[O:8][C:5]2=[N:6][CH:7]=1.[F:28][C:29]1[CH:34]=[C:33](B(O)O)[CH:32]=[CH:31][N:30]=1.P([O-])([O-])([O-])=O.[K+].[K+].[K+].O. (3) Given the product [F:1][C:2]1[C:3]([I:29])=[C:4]([NH:8][C:9](=[O:15])[O:10][C:11]([CH3:12])([CH3:14])[CH3:13])[CH:5]=[N:6][CH:7]=1, predict the reactants needed to synthesize it. The reactants are: [F:1][C:2]1[CH:3]=[C:4]([NH:8][C:9](=[O:15])[O:10][C:11]([CH3:14])([CH3:13])[CH3:12])[CH:5]=[N:6][CH:7]=1.CN(C)CCN(C)C.[Li]CCCC.[I:29]I. (4) Given the product [Cl:8][C:6]1[CH:5]=[C:4]([N:10]2[CH2:14][CH2:13][CH2:12][CH2:11]2)[N:3]=[C:2]([N:15]2[CH2:17][CH2:18][CH2:19][CH2:20]2)[N:7]=1, predict the reactants needed to synthesize it. The reactants are: Cl[C:2]1[N:7]=[C:6]([Cl:8])[CH:5]=[C:4](Cl)[N:3]=1.[NH:10]1[CH2:14][CH2:13][CH2:12][CH2:11]1.[N:15]1[CH:20]=[CH:19][CH:18]=[CH:17]C=1.O. (5) Given the product [CH2:21]([N:25]([CH:26]([C:28]1[CH:29]=[CH:30][CH:31]=[CH:32][CH:33]=1)[CH3:27])[C:15]([CH2:14][O:13][C:10]1[CH:9]=[CH:8][C:7]([CH2:6][C@H:5]([O:18][CH3:19])[C:4]([OH:3])=[O:20])=[CH:12][CH:11]=1)=[O:17])[CH2:22][CH2:23][CH3:24], predict the reactants needed to synthesize it. The reactants are: C([O:3][C:4](=[O:20])[C@@H:5]([O:18][CH3:19])[CH2:6][C:7]1[CH:12]=[CH:11][C:10]([O:13][CH2:14][C:15]([OH:17])=O)=[CH:9][CH:8]=1)C.[CH2:21]([NH:25][CH:26]([C:28]1[CH:33]=[CH:32][CH:31]=[CH:30][CH:29]=1)[CH3:27])[CH2:22][CH2:23][CH3:24].C(O[C@@H](CC1C=CC(O[C@@H](C(=O)NCCC2C=CC(OC3C=CC=CC=3)=CC=2)C)=CC=1)C(O)=O)C. (6) Given the product [Cl:1][C:2]1[C:7]([O:8][CH3:9])=[CH:6][C:5]([O:10][CH3:11])=[CH:4][C:3]=1[N:12]1[CH2:17][C:16]2[CH:18]=[N:19][C:20]3[NH:24][C:23]([C:34]([OH:36])=[O:35])=[CH:22][C:21]=3[C:15]=2[N:14]([CH3:37])[C:13]1=[O:38], predict the reactants needed to synthesize it. The reactants are: [Cl:1][C:2]1[C:7]([O:8][CH3:9])=[CH:6][C:5]([O:10][CH3:11])=[CH:4][C:3]=1[N:12]1[CH2:17][C:16]2[CH:18]=[N:19][C:20]3[N:24](S(C4C=CC=CC=4)(=O)=O)[C:23]([C:34]([OH:36])=[O:35])=[CH:22][C:21]=3[C:15]=2[N:14]([CH3:37])[C:13]1=[O:38].O1CCCC1.CC(C)([O-])C.[K+]. (7) Given the product [Cl:30][C:17]1[CH:16]=[C:15]([NH:14][C:11]2[C:12]3[S:13][C:5]([C:4]#[C:3][CH2:2][N:1]([CH2:31][CH3:32])[CH2:34][CH3:35])=[CH:6][C:7]=3[N:8]=[CH:9][N:10]=2)[CH:20]=[CH:19][C:18]=1[O:21][CH2:22][C:23]1[CH:28]=[CH:27][CH:26]=[C:25]([F:29])[CH:24]=1, predict the reactants needed to synthesize it. The reactants are: [NH2:1][CH2:2][C:3]#[C:4][C:5]1[S:13][C:12]2[C:11]([NH:14][C:15]3[CH:20]=[CH:19][C:18]([O:21][CH2:22][C:23]4[CH:28]=[CH:27][CH:26]=[C:25]([F:29])[CH:24]=4)=[C:17]([Cl:30])[CH:16]=3)=[N:10][CH:9]=[N:8][C:7]=2[CH:6]=1.[CH:31](=O)[CH3:32].[C:34](O)(=O)[CH3:35].C(O[BH-](OC(=O)C)OC(=O)C)(=O)C.[Na+]. (8) Given the product [CH3:24][C:16]1[N:8]([CH2:9][C:10]([O:12][CH2:13][CH3:14])=[O:11])[C:19]2[CH2:20][CH2:21][CH2:22][C:18]=2[CH:17]=1, predict the reactants needed to synthesize it. The reactants are: S([O-])([O-])(=O)=O.[Na+].[Na+].[NH2:8][CH2:9][C:10]([O:12][CH2:13][CH3:14])=[O:11].O=[C:16]([CH3:24])[CH2:17][CH:18]1[CH2:22][CH2:21][CH2:20][C:19]1=O. (9) The reactants are: [OH:1][C:2]1[CH:7]=[CH:6][C:5]([N:8]2[C:13](=[O:14])[C:12]([CH2:15][C:16]3[CH:21]=[CH:20][C:19]([C:22]4[C:23]([C:28]#[N:29])=[CH:24][CH:25]=[CH:26][CH:27]=4)=[CH:18][CH:17]=3)=[C:11]([CH2:30][CH2:31][CH3:32])[N:10]=[C:9]2[CH3:33])=[CH:4][CH:3]=1.[F:34][CH2:35][CH:36](O)[CH3:37].C1(P(C2C=CC=CC=2)C2C=CC=CC=2)C=CC=CC=1.[N:59]([C:60]([O:62]C(C)C)=[O:61])=[N:59][C:60]([O:62]C(C)C)=[O:61]. Given the product [F:34][CH2:35][CH:36]([CH3:37])[O:1][C:2]1[CH:3]=[CH:4][C:5]([N:8]2[C:13](=[O:14])[C:12]([CH2:15][C:16]3[CH:21]=[CH:20][C:19]([C:22]4[CH:27]=[CH:26][CH:25]=[CH:24][C:23]=4[C:28]4[NH:59][C:60](=[O:61])[O:62][N:29]=4)=[CH:18][CH:17]=3)=[C:11]([CH2:30][CH2:31][CH3:32])[N:10]=[C:9]2[CH3:33])=[CH:6][CH:7]=1, predict the reactants needed to synthesize it. (10) Given the product [C:27]([O:26][C@H:10]1[C@H:9]([OH:8])[C@@H:15]([CH2:16][OH:17])[O:14][CH:12]([OH:13])[CH2:11]1)(=[O:35])[CH:28]([CH2:29][CH2:30][CH3:31])[CH2:32][CH2:33][CH3:34], predict the reactants needed to synthesize it. The reactants are: C([O:8][C@@H:9]1[C@@H:15]([CH2:16][O:17]CC2C=CC=CC=2)[O:14][CH:12]([OH:13])[C@H:11](O)[C@H:10]1[O:26][C:27](=[O:35])[CH:28]([CH2:32][CH2:33][CH3:34])[CH2:29][CH2:30][CH3:31])C1C=CC=CC=1.[H][H].